Dataset: Forward reaction prediction with 1.9M reactions from USPTO patents (1976-2016). Task: Predict the product of the given reaction. (1) Given the reactants [F:1][C:2]1[CH:3]=[C:4]([CH:17]=[CH:18][CH:19]=1)[CH2:5][C:6]1([CH3:16])[C:11](=[O:12])[N:10]([CH3:13])[C:9](=[O:14])[NH:8][C:7]1=[O:15].[H-].[Na+].Br[CH2:23][C:24]([C:26]1[CH:31]=[CH:30][CH:29]=[CH:28][CH:27]=1)=[O:25], predict the reaction product. The product is: [F:1][C:2]1[CH:3]=[C:4]([CH:17]=[CH:18][CH:19]=1)[CH2:5][C:6]1([CH3:16])[C:11](=[O:12])[N:10]([CH3:13])[C:9](=[O:14])[N:8]([CH2:23][C:24](=[O:25])[C:26]2[CH:31]=[CH:30][CH:29]=[CH:28][CH:27]=2)[C:7]1=[O:15]. (2) The product is: [F:1][C:2]1[CH:3]=[C:4]([C:13]2[CH:18]=[CH:17][CH:16]=[C:15]([CH2:19][N:20]([CH3:30])[C:21](=[O:29])[CH2:22][CH2:23][CH2:24][CH2:25][CH2:26][CH2:27][CH3:28])[CH:14]=2)[CH:5]=[CH:6][C:7]=1[CH2:8][CH2:9][C:10]([OH:12])=[O:11]. Given the reactants [F:1][C:2]1[CH:3]=[C:4]([C:13]2[CH:18]=[CH:17][CH:16]=[C:15]([CH2:19][N:20]([CH3:30])[C:21](=[O:29])[CH2:22][CH2:23][CH2:24][CH2:25][CH2:26][CH2:27][CH3:28])[CH:14]=2)[CH:5]=[CH:6][C:7]=1[CH:8]=[CH:9][C:10]([OH:12])=[O:11], predict the reaction product. (3) Given the reactants [CH:1]1([CH:4]=O)[CH2:3][CH2:2]1.[NH:6]1[CH2:16][CH2:15][CH:9]([C:10]([O:12]CC)=[O:11])[CH2:8][CH2:7]1, predict the reaction product. The product is: [CH:1]1([CH2:4][N:6]2[CH2:7][CH2:8][CH:9]([C:10]([OH:12])=[O:11])[CH2:15][CH2:16]2)[CH2:3][CH2:2]1. (4) Given the reactants C(N=C=NC(C)C)(C)C.[F:10][C:11]1[CH:16]=[CH:15][C:14]([C:17]2([CH2:23][O:24][CH2:25][C:26]([OH:28])=O)[CH2:22][CH2:21][CH2:20][CH2:19][CH2:18]2)=[CH:13][CH:12]=1.[C:29]([O:33][C:34]([CH:36]1[CH2:39][N:38]([CH2:40][C:41]2[CH:46]=[CH:45][C:44]([C:47](=[N:49]O)[NH2:48])=[CH:43][CH:42]=2)[CH2:37]1)=[O:35])([CH3:32])([CH3:31])[CH3:30].[F-].C([N+](CCCC)(CCCC)CCCC)CCC, predict the reaction product. The product is: [F:10][C:11]1[CH:12]=[CH:13][C:14]([C:17]2([CH2:23][O:24][CH2:25][C:26]3[O:28][N:49]=[C:47]([C:44]4[CH:43]=[CH:42][C:41]([CH2:40][N:38]5[CH2:37][CH:36]([C:34]([O:33][C:29]([CH3:30])([CH3:32])[CH3:31])=[O:35])[CH2:39]5)=[CH:46][CH:45]=4)[N:48]=3)[CH2:18][CH2:19][CH2:20][CH2:21][CH2:22]2)=[CH:15][CH:16]=1. (5) Given the reactants [OH:1][C:2]([C:5]1[N:6]([CH2:13][O:14][CH2:15][CH2:16][Si:17]([CH3:20])([CH3:19])[CH3:18])[CH:7]=[C:8]([C:10]([OH:12])=O)[N:9]=1)([CH3:4])[CH3:3].[NH2:21][CH2:22][C@H:23]([N:25]1[CH:29]=[CH:28][C:27]([C:30]2[CH:37]=[C:36]([F:38])[C:33]([C:34]#[N:35])=[C:32]([Cl:39])[CH:31]=2)=[N:26]1)[CH3:24], predict the reaction product. The product is: [Cl:39][C:32]1[CH:31]=[C:30]([C:27]2[CH:28]=[CH:29][N:25]([C@H:23]([CH3:24])[CH2:22][NH:21][C:10]([C:8]3[N:9]=[C:5]([C:2]([OH:1])([CH3:3])[CH3:4])[N:6]([CH2:13][O:14][CH2:15][CH2:16][Si:17]([CH3:20])([CH3:19])[CH3:18])[CH:7]=3)=[O:12])[N:26]=2)[CH:37]=[C:36]([F:38])[C:33]=1[C:34]#[N:35]. (6) Given the reactants [F:1][C:2]1[CH:3]=[N:4][CH:5]=[CH:6][C:7]=1[C:8]([OH:10])=O.CN(C(ON1N=NC2C=CC=NC1=2)=[N+](C)C)C.F[P-](F)(F)(F)(F)F.CCN(C(C)C)C(C)C.[Cl:44][C:45]1[CH:50]=[CH:49][C:48]([CH2:51][N:52]2[CH:56]=[CH:55][C:54]([NH2:57])=[N:53]2)=[C:47]([C:58]([F:61])([F:60])[F:59])[CH:46]=1, predict the reaction product. The product is: [Cl:44][C:45]1[CH:50]=[CH:49][C:48]([CH2:51][N:52]2[CH:56]=[CH:55][C:54]([NH:57][C:8]([C:7]3[CH:6]=[CH:5][N:4]=[CH:3][C:2]=3[F:1])=[O:10])=[N:53]2)=[C:47]([C:58]([F:59])([F:61])[F:60])[CH:46]=1.